From a dataset of Reaction yield outcomes from USPTO patents with 853,638 reactions. Predict the reaction yield, written as a fraction of the theoretical maximum amount of product (1.0 means a 100% yield; for example, 0.34 means a 34% yield). (1) The reactants are [F:1][C:2]1[CH:25]=[C:24]([N+:26]([O-:28])=[O:27])[CH:23]=[CH:22][C:3]=1[O:4][C:5]1[CH:10]=[CH:9][N:8]=[C:7]2[CH:11]=[C:12]([C:14]3[CH:21]=[CH:20][C:17]([CH:18]=O)=[CH:16][N:15]=3)[S:13][C:6]=12.[CH3:29][NH:30][CH3:31].[BH-](OC(C)=O)(OC(C)=O)OC(C)=O.[Na+]. The catalyst is C(Cl)Cl. The product is [F:1][C:2]1[CH:25]=[C:24]([N+:26]([O-:28])=[O:27])[CH:23]=[CH:22][C:3]=1[O:4][C:5]1[CH:10]=[CH:9][N:8]=[C:7]2[CH:11]=[C:12]([C:14]3[N:15]=[CH:16][C:17]([CH2:18][N:30]([CH3:31])[CH3:29])=[CH:20][CH:21]=3)[S:13][C:6]=12. The yield is 0.830. (2) The reactants are [Br:1][C:2]1[CH:27]=[CH:26][C:25]([O:28]C)=[CH:24][C:3]=1[CH2:4][NH:5][C:6]1[C:11]([Cl:12])=[CH:10][N:9]=[C:8]([NH:13][C:14]2[CH:15]=[C:16]([CH2:20][CH2:21][CH2:22]O)[CH:17]=[CH:18][CH:19]=2)[N:7]=1.B(Br)(Br)[Br:31].C([O-])([O-])=O.[Na+].[Na+]. The catalyst is C(Cl)Cl.C(=O)=O. The product is [Br:1][C:2]1[CH:27]=[CH:26][C:25]([OH:28])=[CH:24][C:3]=1[CH2:4][NH:5][C:6]1[C:11]([Cl:12])=[CH:10][N:9]=[C:8]([NH:13][C:14]2[CH:19]=[CH:18][CH:17]=[C:16]([CH2:20][CH2:21][CH2:22][Br:31])[CH:15]=2)[N:7]=1. The yield is 0.910. (3) The reactants are [NH2:1][CH:2]([CH2:6][C:7]1[CH:12]=[CH:11][CH:10]=[CH:9][CH:8]=1)[C:3]([OH:5])=[O:4].C([O-])([O-])=O.[Na+].[Na+].Cl[C:20]([O:22][CH3:23])=[O:21]. The catalyst is [OH-].[Na+]. The product is [CH3:23][O:22][C:20]([NH:1][CH:2]([CH2:6][C:7]1[CH:12]=[CH:11][CH:10]=[CH:9][CH:8]=1)[C:3]([OH:5])=[O:4])=[O:21]. The yield is 0.870. (4) The reactants are [F:1][C:2]1[CH:10]=[CH:9][CH:8]=[C:7]2[C:3]=1[C:4]([C:27]([O:29]C)=O)=[N:5][N:6]2[C:11]1[CH:16]=[C:15]([C:17]#[C:18][C@:19]2([OH:26])[CH2:23][CH2:22][N:21]([CH3:24])[C:20]2=[O:25])[CH:14]=[CH:13][N:12]=1.[NH3:31]. The catalyst is CO. The product is [F:1][C:2]1[CH:10]=[CH:9][CH:8]=[C:7]2[C:3]=1[C:4]([C:27]([NH2:31])=[O:29])=[N:5][N:6]2[C:11]1[CH:16]=[C:15]([C:17]#[C:18][C@:19]2([OH:26])[CH2:23][CH2:22][N:21]([CH3:24])[C:20]2=[O:25])[CH:14]=[CH:13][N:12]=1. The yield is 0.340. (5) The reactants are [CH3:1][NH:2][C:3]1[C:12]([CH2:13]O)=[CH:11][C:10]2[CH:9]=[C:8]3[O:15][CH2:16][O:17][C:7]3=[CH:6][C:5]=2[N:4]=1.O=S(Cl)[Cl:20]. The catalyst is C(Cl)Cl. The product is [ClH:20].[Cl:20][CH2:13][C:12]1[C:3]([NH:2][CH3:1])=[N:4][C:5]2[CH:6]=[C:7]3[O:17][CH2:16][O:15][C:8]3=[CH:9][C:10]=2[CH:11]=1. The yield is 1.00.